Task: Regression. Given a peptide amino acid sequence and an MHC pseudo amino acid sequence, predict their binding affinity value. This is MHC class II binding data.. Dataset: Peptide-MHC class II binding affinity with 134,281 pairs from IEDB (1) The peptide sequence is ALPTVEVVAAAADEV. The MHC is DRB1_1302 with pseudo-sequence DRB1_1302. The binding affinity (normalized) is 0.440. (2) The peptide sequence is LFSDLANSHQRSDSS. The MHC is DRB1_0101 with pseudo-sequence DRB1_0101. The binding affinity (normalized) is 0.355. (3) The peptide sequence is RRDLRLASNAICSAVPV. The MHC is DRB1_0401 with pseudo-sequence DRB1_0401. The binding affinity (normalized) is 0.881.